Task: Predict the reaction yield, written as a fraction of the theoretical maximum amount of product (1.0 means a 100% yield; for example, 0.34 means a 34% yield).. Dataset: Reaction yield outcomes from USPTO patents with 853,638 reactions (1) The reactants are [Br:1][C:2]1[CH:7]=[CH:6][C:5]([S:8]([N:11]([CH3:13])[CH3:12])(=[O:10])=[O:9])=[C:4](F)[CH:3]=1.[C-:15]#[N:16].[Na+]. The catalyst is CN(C=O)C. The product is [Br:1][C:2]1[CH:7]=[CH:6][C:5]([S:8]([N:11]([CH3:13])[CH3:12])(=[O:10])=[O:9])=[C:4]([C:15]#[N:16])[CH:3]=1. The yield is 0.0700. (2) The catalyst is CN(C1C=CN=CC=1)C.ClCCl.O1CCOCC1. The yield is 0.480. The reactants are [C:1]([O:5][C:6]([C:8]([NH2:12])([OH:11])[CH2:9][CH3:10])=[O:7])([CH3:4])([CH3:3])[CH3:2].[C:13]([O:16][C:17]1[C:18](=[CH:22][CH:23]=[CH:24][CH:25]=1)[C:19]([OH:21])=[O:20])(=[O:15])[CH3:14].CCN=C=NCCCN(C)C.Cl.C(OCC)(=O)C. The product is [C:6]([C:8]([NH2:12])([OH:11])[CH2:9][CH3:10])([O:5][C:1]([CH3:2])([CH3:4])[CH3:3])=[O:7].[C:13]([O:16][C:17]1[C:18](=[CH:22][CH:23]=[CH:24][CH:25]=1)[C:19]([OH:21])=[O:20])(=[O:15])[CH3:14]. (3) The reactants are [CH2:1]1[CH:8]2[NH:9][CH:3]([CH2:4][C:5]([CH2:7]2)=[O:6])[CH2:2]1.C(N(CC)CC)C.[CH3:17][C:18]([O:21][C:22](O[C:22]([O:21][C:18]([CH3:20])([CH3:19])[CH3:17])=[O:23])=[O:23])([CH3:20])[CH3:19]. The catalyst is C(Cl)Cl. The product is [C:18]([O:21][C:22]([N:9]1[CH:8]2[CH2:1][CH2:2][CH:3]1[CH2:4][C:5](=[O:6])[CH2:7]2)=[O:23])([CH3:20])([CH3:19])[CH3:17]. The yield is 0.860. (4) The reactants are Br[C:2]1[CH:3]=[N:4][CH:5]=[N:6][CH:7]=1.[Li]CCCC.[Br:13][C:14]1[CH:15]=[CH:16][C:17]([C:20]([F:32])([F:31])[C:21]([C:23]2[CH:28]=[CH:27][C:26]([F:29])=[CH:25][C:24]=2[F:30])=[O:22])=[N:18][CH:19]=1. The catalyst is CCOCC. The product is [Br:13][C:14]1[CH:15]=[CH:16][C:17]([C:20]([F:31])([F:32])[C:21]([C:23]2[CH:28]=[CH:27][C:26]([F:29])=[CH:25][C:24]=2[F:30])([C:2]2[CH:3]=[N:4][CH:5]=[N:6][CH:7]=2)[OH:22])=[N:18][CH:19]=1. The yield is 0.133.